From a dataset of Full USPTO retrosynthesis dataset with 1.9M reactions from patents (1976-2016). Predict the reactants needed to synthesize the given product. (1) Given the product [NH2:7][C@H:8]([C:14]([O-:16])=[O:15])[CH2:9][CH2:10][C:11]([O-:13])=[O:12].[Sr+2:17], predict the reactants needed to synthesize it. The reactants are: O.O.O.O.O.O.[NH2:7][C@H:8]([C:14]([O-:16])=[O:15])[CH2:9][CH2:10][C:11]([O-:13])=[O:12].[Sr+2:17].[OH-].[Sr+2].[OH-].N[C@H](C(O)=O)CCC(O)=O. (2) Given the product [Br:1][C:2]1[CH:7]=[CH:6][C:5]2[N:8]([CH2:9][C:10]3[CH:20]=[CH:19][C:13]4[N:14]=[C:15]([S:17][CH3:18])[S:16][C:12]=4[CH:11]=3)[CH:23]=[N:21][C:4]=2[CH:3]=1, predict the reactants needed to synthesize it. The reactants are: [Br:1][C:2]1[CH:3]=[C:4]([NH2:21])[C:5]([NH:8][CH2:9][C:10]2[CH:20]=[CH:19][C:13]3[N:14]=[C:15]([S:17][CH3:18])[S:16][C:12]=3[CH:11]=2)=[CH:6][CH:7]=1.Br[C:23]1C=C(N)C(NCC2C=CC3N=C(SC)SC=3C=2)=CC=1OC. (3) Given the product [CH3:3][O:4][CH2:5][O:6][CH:7]1[C:14]([O:1][CH2:22][O:21][CH3:20])([O:15][CH2:16][O:17][CH3:18])[C:13]([O:19][CH2:20][O:21][CH3:22])=[C:12]([O:15][CH2:16][O:17][CH3:18])[C:9]([CH:10]=[CH:24][C:23]([C:13]2[CH:14]=[CH:7][CH:8]=[CH:9][CH:12]=2)=[O:25])=[C:8]1[O:6][CH2:5][O:4][CH3:3], predict the reactants needed to synthesize it. The reactants are: [OH-:1].[K+].[CH3:3][O:4][CH2:5][O:6][C:7]1[CH:8]=[C:9]([CH:12]=[C:13]([O:19][CH2:20][O:21][CH3:22])[C:14]=1[O:15][CH2:16][O:17][CH3:18])[CH:10]=O.[CH2:23]([OH:25])[CH3:24]. (4) Given the product [Cl:47][C:43]1[CH:44]=[CH:45][CH:46]=[C:41]([Cl:40])[C:42]=1[S:48]([O:51][C:52]1[CH:61]=[CH:60][C:55]2[NH:56][C:57]([NH:59][C:37]([CH:34]3[CH2:36][CH2:35]3)=[O:39])=[N:58][C:54]=2[CH:53]=1)(=[O:50])=[O:49], predict the reactants needed to synthesize it. The reactants are: F[P-](F)(F)(F)(F)F.CN(C(=[N+](C)C)ON1C2=NC=CC=C2N=N1)C.C(N(C(C)C)CC)(C)C.[CH:34]1([C:37]([OH:39])=O)[CH2:36][CH2:35]1.[Cl:40][C:41]1[CH:46]=[CH:45][CH:44]=[C:43]([Cl:47])[C:42]=1[S:48]([O:51][C:52]1[CH:61]=[CH:60][C:55]2[NH:56][C:57]([NH2:59])=[N:58][C:54]=2[CH:53]=1)(=[O:50])=[O:49]. (5) Given the product [CH3:14][O:15][C:16]([C:18]1[CH:27]=[C:26]([O:28][CH2:29][C:30]2[CH:35]=[CH:34][CH:33]=[CH:32][CH:31]=2)[C:25]2[C:20](=[C:21]([N+:37]([O-:39])=[O:38])[CH:22]=[CH:23][C:24]=2[N:8]2[CH2:13][CH2:12][CH2:11][CH2:10][CH2:9]2)[N:19]=1)=[O:17], predict the reactants needed to synthesize it. The reactants are: CN1CCNCC1.[NH:8]1[CH2:13][CH2:12][CH2:11][CH2:10][CH2:9]1.[CH3:14][O:15][C:16]([C:18]1[CH:27]=[C:26]([O:28][CH2:29][C:30]2[CH:35]=[CH:34][CH:33]=[CH:32][CH:31]=2)[C:25]2[C:20](=[C:21]([N+:37]([O-:39])=[O:38])[CH:22]=[C:23](Br)[CH:24]=2)[N:19]=1)=[O:17].COC(C1C=C(OCC2C=CC=CC=2)C2C(=C([N+]([O-])=O)C=CC=2Br)N=1)=O.